From a dataset of Reaction yield outcomes from USPTO patents with 853,638 reactions. Predict the reaction yield, written as a fraction of the theoretical maximum amount of product (1.0 means a 100% yield; for example, 0.34 means a 34% yield). (1) The reactants are [CH2:1]([N:8]1[C:13](=[O:14])[CH2:12][NH:11][C:10]2[N:15]=[CH:16][C:17](I)=[CH:18][C:9]1=2)[C:2]1[CH:7]=[CH:6][CH:5]=[CH:4][CH:3]=1.[N:20]1[CH:25]=[CH:24][CH:23]=[C:22](B(O)O)[CH:21]=1. The yield is 0.600. The product is [CH2:1]([N:8]1[C:13](=[O:14])[CH2:12][NH:11][C:10]2[N:15]=[CH:16][C:17]([C:22]3[CH:21]=[N:20][CH:25]=[CH:24][CH:23]=3)=[CH:18][C:9]1=2)[C:2]1[CH:7]=[CH:6][CH:5]=[CH:4][CH:3]=1. No catalyst specified. (2) The reactants are [SH:1][C:2]1[CH:7]=[CH:6][CH:5]=[CH:4][N:3]=1.[H-].[Na+].Br[C:11]1[N:16]=[CH:15][C:14]([CH:17]=[O:18])=[CH:13][CH:12]=1.O. The catalyst is CN(C=O)C.CCOC(C)=O. The product is [N:3]1[CH:4]=[CH:5][CH:6]=[CH:7][C:2]=1[S:1][C:11]1[N:16]=[CH:15][C:14]([CH:17]=[O:18])=[CH:13][CH:12]=1. The yield is 0.900. (3) The product is [CH3:1][O:2][C:3]1[CH:8]=[C:7]([C:15]#[C:14][CH2:13][OH:16])[CH:6]=[CH:5][C:4]=1[N+:10]([O-:12])=[O:11]. The yield is 0.410. The reactants are [CH3:1][O:2][C:3]1[CH:8]=[C:7](Br)[CH:6]=[CH:5][C:4]=1[N+:10]([O-:12])=[O:11].[CH2:13]([OH:16])[C:14]#[CH:15].C1N2CCN(CC2)C1. The catalyst is C(#N)C.C(OCC)C.CC(C)([P](C(C)(C)C)([Pd][P](C(C)(C)C)(C(C)(C)C)C(C)(C)C)C(C)(C)C)C. (4) The catalyst is CN(C=O)C.Cl[Pd](Cl)([P](C1C=CC=CC=1)(C1C=CC=CC=1)C1C=CC=CC=1)[P](C1C=CC=CC=1)(C1C=CC=CC=1)C1C=CC=CC=1. The reactants are Cl[C:2]1[C:3]2[CH2:19][CH2:18][C:17](=[O:20])[NH:16][C:4]=2[N:5]=[C:6](/[CH:8]=[CH:9]/[C:10]2[CH:15]=[CH:14][CH:13]=[CH:12][CH:11]=2)[N:7]=1.[CH3:21]B(O)O.C([O-])([O-])=O.[K+].[K+]. The yield is 0.740. The product is [CH3:21][C:2]1[C:3]2[CH2:19][CH2:18][C:17](=[O:20])[NH:16][C:4]=2[N:5]=[C:6](/[CH:8]=[CH:9]/[C:10]2[CH:15]=[CH:14][CH:13]=[CH:12][CH:11]=2)[N:7]=1. (5) The reactants are Cl[C:2](=[N:9][OH:10])[C:3]1[CH:8]=[CH:7][CH:6]=[CH:5][CH:4]=1.[C:11]([O:15][C:16]([NH:18][CH2:19][C:20]#[CH:21])=[O:17])([CH3:14])([CH3:13])[CH3:12].C(N(CC)CC)C. The catalyst is C1COCC1. The product is [C:11]([O:15][C:16]([NH:18][CH2:19][C:20]1[O:10][N:9]=[C:2]([C:3]2[CH:8]=[CH:7][CH:6]=[CH:5][CH:4]=2)[CH:21]=1)=[O:17])([CH3:14])([CH3:13])[CH3:12]. The yield is 0.540. (6) The reactants are [NH2:1][CH2:2][C:3]1[N:8]=[C:7]([C:9]2[S:13][C:12]([N:14]3[CH2:19][CH2:18][O:17][CH2:16][CH2:15]3)=[N:11][C:10]=2[C:20]2[C:21]([F:38])=[C:22]([NH:26][S:27]([C:30]3[CH:35]=[C:34]([F:36])[CH:33]=[CH:32][C:31]=3[F:37])(=[O:29])=[O:28])[CH:23]=[CH:24][CH:25]=2)[CH:6]=[CH:5][N:4]=1.N1C=CC=CC=1.[CH3:45][S:46](Cl)(=[O:48])=[O:47].CCOC(C)=O. The catalyst is ClCCl. The yield is 0.330. The product is [F:37][C:31]1[CH:32]=[CH:33][C:34]([F:36])=[CH:35][C:30]=1[S:27]([NH:26][C:22]1[CH:23]=[CH:24][CH:25]=[C:20]([C:10]2[N:11]=[C:12]([N:14]3[CH2:19][CH2:18][O:17][CH2:16][CH2:15]3)[S:13][C:9]=2[C:7]2[CH:6]=[CH:5][N:4]=[C:3]([CH2:2][NH:1][S:46]([CH3:45])(=[O:48])=[O:47])[N:8]=2)[C:21]=1[F:38])(=[O:28])=[O:29]. (7) The yield is 0.750. The reactants are [NH2:1][C:2]1[CH:3]=[C:4]([CH:15]=[CH:16][C:17]=1[O:18][C:19]1[CH:24]=[CH:23][C:22]([OH:25])=[CH:21][CH:20]=1)[C:5]([NH:7][C:8]1[CH:13]=[CH:12][CH:11]=[C:10]([Br:14])[CH:9]=1)=[O:6].C([C:28]1[C:29]([N:35]=[CH:36][N:37]([CH3:39])C)=[N:30][C:31]([CH3:34])=[CH:32][CH:33]=1)#N.NC1C=C(C=CC=1OC1C=CC(O)=CC=1)C(NC1C=CC(Br)=CC=1)=O. The product is [Br:14][C:10]1[CH:9]=[C:8]([NH:7][C:5](=[O:6])[C:4]2[CH:15]=[CH:16][C:17]([O:18][C:19]3[CH:24]=[CH:23][C:22]([OH:25])=[CH:21][CH:20]=3)=[C:2]([NH:1][C:39]3[C:28]4[CH:33]=[CH:32][C:31]([CH3:34])=[N:30][C:29]=4[N:35]=[CH:36][N:37]=3)[CH:3]=2)[CH:13]=[CH:12][CH:11]=1. No catalyst specified. (8) The product is [F:34][C:2]([F:1])([F:33])[CH:3]([C:24]1[CH:25]=[C:26]([Cl:32])[C:27]([Cl:31])=[C:28]([Cl:30])[CH:29]=1)/[CH:4]=[CH:5]/[C:6]1[CH:23]=[CH:22][C:9]([O:10][NH2:11])=[CH:8][CH:7]=1. The catalyst is CCO. The yield is 0.530. The reactants are [F:1][C:2]([F:34])([F:33])[CH:3]([C:24]1[CH:29]=[C:28]([Cl:30])[C:27]([Cl:31])=[C:26]([Cl:32])[CH:25]=1)/[CH:4]=[CH:5]/[C:6]1[CH:23]=[CH:22][C:9]([O:10][N:11]2C(=O)C3C(=CC=CC=3)C2=O)=[CH:8][CH:7]=1.O.NN.